This data is from Reaction yield outcomes from USPTO patents with 853,638 reactions. The task is: Predict the reaction yield, written as a fraction of the theoretical maximum amount of product (1.0 means a 100% yield; for example, 0.34 means a 34% yield). The reactants are [C:1]([O:5][CH2:6][C:7]1[CH:12]=[CH:11][CH:10]=[CH:9][CH:8]=1)(=[O:4])[CH:2]=[CH2:3].CO[CH2:15][N:16]([CH2:22][C:23]1[CH:28]=[CH:27][CH:26]=[CH:25][CH:24]=1)[CH2:17][Si](C)(C)C.C(O)(C(F)(F)F)=O. The catalyst is C(Cl)Cl. The product is [CH2:22]([N:16]1[CH2:15][CH2:3][CH:2]([C:1]([O:5][CH2:6][C:7]2[CH:12]=[CH:11][CH:10]=[CH:9][CH:8]=2)=[O:4])[CH2:17]1)[C:23]1[CH:24]=[CH:25][CH:26]=[CH:27][CH:28]=1. The yield is 0.990.